This data is from Peptide-MHC class I binding affinity with 185,985 pairs from IEDB/IMGT. The task is: Regression. Given a peptide amino acid sequence and an MHC pseudo amino acid sequence, predict their binding affinity value. This is MHC class I binding data. (1) The peptide sequence is NLYVSLLLL. The MHC is Patr-A0701 with pseudo-sequence Patr-A0701. The binding affinity (normalized) is 0.410. (2) The peptide sequence is GLSASDVDM. The MHC is HLA-A02:02 with pseudo-sequence HLA-A02:02. The binding affinity (normalized) is 0.426. (3) The peptide sequence is QEMPYPFVI. The MHC is HLA-B40:01 with pseudo-sequence HLA-B40:01. The binding affinity (normalized) is 0.303. (4) The peptide sequence is SRYWAIRTR. The MHC is HLA-B35:01 with pseudo-sequence HLA-B35:01. The binding affinity (normalized) is 0.0847. (5) The peptide sequence is SRTPSGKRL. The MHC is HLA-B48:01 with pseudo-sequence HLA-B48:01. The binding affinity (normalized) is 0.0847. (6) The MHC is HLA-A02:02 with pseudo-sequence HLA-A02:02. The binding affinity (normalized) is 0.918. The peptide sequence is LLWFLTGTFV. (7) The peptide sequence is RVRAYTYSK. The MHC is HLA-A01:01 with pseudo-sequence HLA-A01:01. The binding affinity (normalized) is 0. (8) The peptide sequence is RIYCSLFKNV. The MHC is HLA-A02:03 with pseudo-sequence HLA-A02:03. The binding affinity (normalized) is 0.687.